Task: Predict which catalyst facilitates the given reaction.. Dataset: Catalyst prediction with 721,799 reactions and 888 catalyst types from USPTO (1) Reactant: [CH2:1]([N:8]1[C:17](=[O:18])[C:16]2[C:11](=[CH:12][C:13]([Cl:19])=[CH:14][CH:15]=2)[N:10]=[C:9]1[CH:20]([N:24]([CH2:34][C:35](=O)[CH2:36][CH2:37][N:38]1[C:46](=[O:47])[C:45]2[C:40](=[CH:41][CH:42]=[CH:43][CH:44]=2)[C:39]1=[O:48])[C:25](=O)[C:26]1[CH:31]=[CH:30][C:29]([CH3:32])=[CH:28][CH:27]=1)[CH:21]([CH3:23])[CH3:22])[C:2]1[CH:7]=[CH:6][CH:5]=[CH:4][CH:3]=1.C([O-])(=O)C.[NH4+:54]. Product: [CH2:1]([N:8]1[C:17](=[O:18])[C:16]2[C:11](=[CH:12][C:13]([Cl:19])=[CH:14][CH:15]=2)[N:10]=[C:9]1[CH:20]([N:24]1[CH:34]=[C:35]([CH2:36][CH2:37][N:38]2[C:46](=[O:47])[C:45]3[C:40](=[CH:41][CH:42]=[CH:43][CH:44]=3)[C:39]2=[O:48])[N:54]=[C:25]1[C:26]1[CH:27]=[CH:28][C:29]([CH3:32])=[CH:30][CH:31]=1)[CH:21]([CH3:23])[CH3:22])[C:2]1[CH:3]=[CH:4][CH:5]=[CH:6][CH:7]=1. The catalyst class is: 15. (2) Reactant: [NH2:1][C:2]1[N:10]=[C:9]2[C:5]([NH:6][CH:7]=[N:8]2)=[C:4]([S:11][C:12]2[CH:17]=[CH:16][C:15]([CH3:18])=[CH:14][CH:13]=2)[N:3]=1.C([O-])([O-])=O.[K+].[K+].Br[CH2:26][CH2:27][C:28]([C:39]([O:41][CH2:42][CH3:43])=[O:40])([C:34]([O:36][CH2:37][CH3:38])=[O:35])[C:29]([O:31][CH2:32][CH3:33])=[O:30].CS(C)=O. Product: [CH2:37]([O:36][C:34](=[O:35])[C:28]([CH2:27][CH2:26][N:8]1[CH:7]=[N:6][C:5]2[C:9]1=[N:10][C:2]([NH2:1])=[N:3][C:4]=2[S:11][C:12]1[CH:17]=[CH:16][C:15]([CH3:18])=[CH:14][CH:13]=1)([C:39]([O:41][CH2:42][CH3:43])=[O:40])[C:29]([O:31][CH2:32][CH3:33])=[O:30])[CH3:38]. The catalyst class is: 6. (3) Reactant: BrC1C=CC(O)=[C:6]([C:8]2[CH:17]=[CH:16][C:15]3[C:10](=[CH:11][CH:12]=[C:13]([C:18]4[N:22]([CH:23]5[CH2:28][CH2:27][CH2:26][CH2:25][CH2:24]5)[C:21]5[CH:29]=[CH:30][C:31]([C:33]([OH:35])=[O:34])=[CH:32][C:20]=5[N:19]=4)[CH:14]=3)[N:9]=2)[CH:7]=1.[N:37]1(CCC(=O)C)[CH:41]=[CH:40][CH:39]=[N:38]1.[OH-].[K+]. Product: [CH:23]1([N:22]2[C:21]3[CH:29]=[CH:30][C:31]([C:33]([OH:35])=[O:34])=[CH:32][C:20]=3[N:19]=[C:18]2[C:13]2[CH:12]=[C:11]3[C:10](=[CH:15][CH:14]=2)[N:9]=[C:8]([CH2:17][CH2:16][N:37]2[CH:41]=[CH:40][CH:39]=[N:38]2)[CH:6]=[CH:7]3)[CH2:24][CH2:25][CH2:26][CH2:27][CH2:28]1. The catalyst class is: 8. (4) Reactant: [CH3:1][N:2]([CH3:28])[C:3]1[NH:4][C:5](=[O:27])[C:6]([CH2:12][C:13]2[CH:18]=[CH:17][C:16]([C:19]3[C:20]([C:25]#[N:26])=[CH:21][CH:22]=[CH:23][CH:24]=3)=[CH:15][CH:14]=2)=[C:7]([CH2:9][CH2:10][CH3:11])[N:8]=1.[CH3:29][C:30]1([CH3:42])[CH2:34][C:33]2[CH:35]=[C:36](B(O)O)[CH:37]=[CH:38][C:32]=2[O:31]1.C(N(CC)CC)C.N1C=CC=CC=1. Product: [CH3:28][N:2]([CH3:1])[C:3]1[N:4]([C:36]2[CH:37]=[CH:38][C:32]3[O:31][C:30]([CH3:29])([CH3:42])[CH2:34][C:33]=3[CH:35]=2)[C:5](=[O:27])[C:6]([CH2:12][C:13]2[CH:18]=[CH:17][C:16]([C:19]3[C:20]([C:25]#[N:26])=[CH:21][CH:22]=[CH:23][CH:24]=3)=[CH:15][CH:14]=2)=[C:7]([CH2:9][CH2:10][CH3:11])[N:8]=1. The catalyst class is: 560.